From a dataset of Full USPTO retrosynthesis dataset with 1.9M reactions from patents (1976-2016). Predict the reactants needed to synthesize the given product. (1) Given the product [Cl:23][C:18]1[CH:17]=[C:16]([C:14]2[N:15]=[C:11]([C:9]3[CH:10]=[C:5]([C:3]([OH:2])=[O:4])[C:6]([C:24]4[CH:25]=[CH:26][C:27]([C:30]([N:37]5[CH2:38][CH2:39][N:34]([CH3:33])[CH2:35][CH2:36]5)=[O:32])=[CH:28][CH:29]=4)=[CH:7][CH:8]=3)[S:12][CH:13]=2)[CH:21]=[CH:20][C:19]=1[Cl:22], predict the reactants needed to synthesize it. The reactants are: C[O:2][C:3]([C:5]1[C:6]([C:24]2[CH:29]=[CH:28][C:27]([C:30]([OH:32])=O)=[CH:26][CH:25]=2)=[CH:7][CH:8]=[C:9]([C:11]2[S:12][CH:13]=[C:14]([C:16]3[CH:21]=[CH:20][C:19]([Cl:22])=[C:18]([Cl:23])[CH:17]=3)[N:15]=2)[CH:10]=1)=[O:4].[CH3:33][N:34]1[CH2:39][CH2:38][NH:37][CH2:36][CH2:35]1. (2) Given the product [F:13][C:10]1[CH:11]=[CH:12][C:7]2[O:6][CH2:5][CH2:4][CH2:15][C:14](=[O:16])[C:8]=2[CH:9]=1, predict the reactants needed to synthesize it. The reactants are: [H-].[Na+].Br[CH2:4][CH2:5][O:6][C:7]1[CH:12]=[CH:11][C:10]([F:13])=[CH:9][C:8]=1[C:14](=[O:16])[CH3:15]. (3) The reactants are: [NH2:1][C:2]1[N:7]=[C:6]([Cl:8])[CH:5]=[C:4](Cl)[N:3]=1.[N+:10]([C:13]1[CH:18]=[CH:17][C:16]([OH:19])=[CH:15][CH:14]=1)([O-:12])=[O:11].C(=O)([O-])[O-].[K+].[K+]. Given the product [Cl:8][C:6]1[CH:5]=[C:4]([O:19][C:16]2[CH:17]=[CH:18][C:13]([N+:10]([O-:12])=[O:11])=[CH:14][CH:15]=2)[N:3]=[C:2]([NH2:1])[N:7]=1, predict the reactants needed to synthesize it. (4) Given the product [CH3:16][C:17]1[C:21]([C:22]2[CH:23]=[C:24]([C:12]3[C:7]([C:1]4[CH:6]=[CH:5][CH:4]=[CH:3][CH:2]=4)=[N:8][CH:9]=[CH:10][CH:11]=3)[C:25]3[O:29][C:28](=[O:30])[NH:27][C:26]=3[CH:31]=2)=[C:20]([CH3:43])[O:19][N:18]=1, predict the reactants needed to synthesize it. The reactants are: [C:1]1([C:7]2[C:12](B(O)O)=[CH:11][CH:10]=[CH:9][N:8]=2)[CH:6]=[CH:5][CH:4]=[CH:3][CH:2]=1.[CH3:16][C:17]1[C:21]([C:22]2[CH:23]=[C:24](C3C(C)=CC=C4C=3C=CC=N4)[C:25]3[O:29][C:28](=[O:30])[NH:27][C:26]=3[CH:31]=2)=[C:20]([CH3:43])[O:19][N:18]=1. (5) Given the product [F:1][C:2]1[C:11]([CH3:12])=[C:10]2[C:5]([CH:6]=[C:7]([C@@H:25]([NH:27][C:29]3[C:30]4[N:38]=[CH:37][CH:36]=[CH:35][C:31]=4[N:32]=[CH:33][N:34]=3)[CH3:26])[C:8]([N:13]3[CH2:14][CH2:15][N:16]([C:19]4[CH:24]=[CH:23][CH:22]=[CH:21][N:20]=4)[CH2:17][CH2:18]3)=[N:9]2)=[CH:4][CH:3]=1, predict the reactants needed to synthesize it. The reactants are: [F:1][C:2]1[C:11]([CH3:12])=[C:10]2[C:5]([CH:6]=[C:7]([C@@H:25]([NH2:27])[CH3:26])[C:8]([N:13]3[CH2:18][CH2:17][N:16]([C:19]4[CH:24]=[CH:23][CH:22]=[CH:21][N:20]=4)[CH2:15][CH2:14]3)=[N:9]2)=[CH:4][CH:3]=1.Cl[C:29]1[C:30]2[N:38]=[CH:37][CH:36]=[CH:35][C:31]=2[N:32]=[CH:33][N:34]=1.CCN(C(C)C)C(C)C.